From a dataset of Full USPTO retrosynthesis dataset with 1.9M reactions from patents (1976-2016). Predict the reactants needed to synthesize the given product. (1) Given the product [F:28][C:29]([F:48])([F:47])[S:30]([O:11][C:12]1[CH2:16][N:15]([C:17]([O:19][C:20]([CH3:21])([CH3:22])[CH3:23])=[O:18])[C@H:14]([C:24]([O:26][CH3:27])=[O:25])[CH:13]=1)(=[O:32])=[O:31], predict the reactants needed to synthesize it. The reactants are: C[Si](C)(C)[N-][Si](C)(C)C.[Na+].[O:11]=[C:12]1[CH2:16][N:15]([C:17]([O:19][C:20]([CH3:23])([CH3:22])[CH3:21])=[O:18])[C@H:14]([C:24]([O:26][CH3:27])=[O:25])[CH2:13]1.[F:28][C:29]([F:48])([F:47])[S:30](N(C1C=CC=CC=1)[S:30]([C:29]([F:48])([F:47])[F:28])(=[O:32])=[O:31])(=[O:32])=[O:31].O. (2) Given the product [C:1]([O:5][C:6]([N:17]1[C:18]([Cl:22])=[C:19]([O:21][C@@H:24]2[CH2:25][CH2:26][NH:42][CH2:23]2)[CH:20]=[C:15]([Br:14])[CH2:16]1)=[O:7])([CH3:4])([CH3:2])[CH3:3], predict the reactants needed to synthesize it. The reactants are: [C:1]([O:5][C:6](N1CC[C@H](O)C1)=[O:7])([CH3:4])([CH3:3])[CH3:2].[Br:14][C:15]1[CH:16]=[N:17][C:18]([Cl:22])=[C:19]([OH:21])[CH:20]=1.[C:23]1(P([C:24]2[CH:23]=CC=[CH:26][CH:25]=2)[C:24]2[CH:23]=CC=[CH:26][CH:25]=2)C=C[CH:26]=[CH:25][CH:24]=1.[N:42](C(OCC)=O)=NC(OCC)=O. (3) Given the product [CH3:34][O:33][C:30]1[CH:31]=[C:32]2[C:27](=[CH:28][CH:29]=1)[O:26][C:25](=[O:35])[C:24]([I+:9][C:10]1[CH:15]=[CH:14][CH:13]=[CH:12][CH:11]=1)=[C:23]2[O-:22], predict the reactants needed to synthesize it. The reactants are: C(O)(=O)C.C(O)(=O)C.[I:9][C:10]1[CH:15]=[CH:14][CH:13]=[CH:12][CH:11]=1.C(=O)([O-])[O-].[Na+].[Na+].[OH:22][C:23]1[C:32]2[C:27](=[CH:28][CH:29]=[C:30]([O:33][CH3:34])[CH:31]=2)[O:26][C:25](=[O:35])[CH:24]=1. (4) Given the product [CH2:7]([CH:10]([CH2:22][CH:23]=[CH2:24])[CH2:11][O:12][SiH2:13][C:14]1[CH:21]=[CH:20][C:17]([CH:18]=[CH2:1])=[CH:16][CH:15]=1)[CH:8]=[CH2:9], predict the reactants needed to synthesize it. The reactants are: [CH3:1]C([O-])(C)C.[K+].[CH2:7]([CH:10]([CH2:22][CH:23]=[CH2:24])[CH2:11][O:12][SiH2:13][C:14]1[CH:21]=[CH:20][C:17]([CH:18]=O)=[CH:16][CH:15]=1)[CH:8]=[CH2:9].